This data is from Reaction yield outcomes from USPTO patents with 853,638 reactions. The task is: Predict the reaction yield, written as a fraction of the theoretical maximum amount of product (1.0 means a 100% yield; for example, 0.34 means a 34% yield). The reactants are [OH:1][CH:2]([CH2:11][OH:12])[CH2:3][S:4][CH2:5][C@@H:6]([C:8]([OH:10])=[O:9])[NH2:7].[C:13]1([CH2:26][O:27][C:28](C2CC(=O)N(O)C2=O)=[O:29])[C:25]2[CH2:24][C:23]3[C:18](=[CH:19][CH:20]=[CH:21][CH:22]=3)[C:17]=2[CH:16]=[CH:15][CH:14]=1. The catalyst is C(=O)([O-])[O-].[Na+].[Na+].C(#N)C.O. The product is [C:13]1([CH2:26][O:27][C:28]([NH:7][C@H:6]([C:8]([OH:10])=[O:9])[CH2:5][S:4][CH2:3][CH:2]([OH:1])[CH2:11][OH:12])=[O:29])[C:25]2[CH2:24][C:23]3[C:18](=[CH:19][CH:20]=[CH:21][CH:22]=3)[C:17]=2[CH:16]=[CH:15][CH:14]=1. The yield is 0.638.